This data is from Catalyst prediction with 721,799 reactions and 888 catalyst types from USPTO. The task is: Predict which catalyst facilitates the given reaction. (1) Reactant: C[O:2][C:3](=[O:31])[C:4]1[CH:9]=[C:8]([O:10][CH2:11][CH2:12][CH2:13][CH2:14][C:15]2[C:16]3[C:23]([C:24]4[CH:29]=[CH:28][C:27]([F:30])=[CH:26][CH:25]=4)=[CH:22][S:21][C:17]=3[N:18]=[CH:19][N:20]=2)[CH:7]=[N:6][CH:5]=1.[OH-].[K+].C(O)(=O)C. Product: [F:30][C:27]1[CH:26]=[CH:25][C:24]([C:23]2[C:16]3[C:15]([CH2:14][CH2:13][CH2:12][CH2:11][O:10][C:8]4[CH:7]=[N:6][CH:5]=[C:4]([CH:9]=4)[C:3]([OH:31])=[O:2])=[N:20][CH:19]=[N:18][C:17]=3[S:21][CH:22]=2)=[CH:29][CH:28]=1. The catalyst class is: 5. (2) Reactant: [CH2:1]([C:4]1[CH:9]=[CH:8][C:7]([C:10]2[Se:11][CH:12]=[CH:13][CH:14]=2)=[CH:6][CH:5]=1)[CH2:2][CH3:3].[Li][CH2:16]CCC.CI.[Cl-].[NH4+].N. Product: [CH3:16][C:12]1[Se:11][C:10]([C:7]2[CH:8]=[CH:9][C:4]([CH2:1][CH2:2][CH3:3])=[CH:5][CH:6]=2)=[CH:14][CH:13]=1. The catalyst class is: 27. (3) Reactant: Br[C:2]1[C:3]([NH:14][C:15]2[C:24]3[C:19](=[CH:20][C:21]([F:26])=[CH:22][C:23]=3[F:25])[N:18]=[C:17]([C:27]3[CH:32]=[CH:31][CH:30]=[CH:29][N:28]=3)[C:16]=2[CH3:33])=[CH:4][C:5]([N:8]2[CH2:13][CH2:12][O:11][CH2:10][CH2:9]2)=[N:6][CH:7]=1.[F:34][CH:35]([F:51])[C:36]1[CH:41]=[CH:40][C:39](B2OC(C)(C)C(C)(C)O2)=[CH:38][CH:37]=1.C1(P(C2CCCCC2)C2CCCCC2)CCCCC1.[O-]P([O-])([O-])=O.[K+].[K+].[K+]. Product: [F:34][CH:35]([F:51])[C:36]1[CH:41]=[CH:40][C:39]([C:2]2[C:3]([NH:14][C:15]3[C:24]4[C:19](=[CH:20][C:21]([F:26])=[CH:22][C:23]=4[F:25])[N:18]=[C:17]([C:27]4[CH:32]=[CH:31][CH:30]=[CH:29][N:28]=4)[C:16]=3[CH3:33])=[CH:4][C:5]([N:8]3[CH2:13][CH2:12][O:11][CH2:10][CH2:9]3)=[N:6][CH:7]=2)=[CH:38][CH:37]=1. The catalyst class is: 552. (4) Reactant: [C:1]([O:5][C:6]([N:8]1[CH2:13][CH2:12][CH:11]([NH:14][C:15]2[O:16][C:17]3[CH:23]=[CH:22][C:21]([OH:24])=[CH:20][C:18]=3[N:19]=2)[CH2:10][CH2:9]1)=[O:7])([CH3:4])([CH3:3])[CH3:2].[CH3:25][S:26][CH2:27][CH2:28][CH2:29]O.C1(P(C2C=CC=CC=2)C2C=CC=CC=2)C=CC=CC=1.N(C(OC(C)(C)C)=O)=NC(OC(C)(C)C)=O. Product: [C:1]([O:5][C:6]([N:8]1[CH2:13][CH2:12][CH:11]([NH:14][C:15]2[O:16][C:17]3[CH:23]=[CH:22][C:21]([O:24][CH2:29][CH2:28][CH2:27][S:26][CH3:25])=[CH:20][C:18]=3[N:19]=2)[CH2:10][CH2:9]1)=[O:7])([CH3:4])([CH3:2])[CH3:3]. The catalyst class is: 1. (5) Reactant: CC([O-])(C)C.[K+].[Cl-].[NH2:8][C:9]([NH2:11])=[NH2+:10].[F:12][C:13]1[CH:18]=[CH:17][C:16]([CH:19]2[CH2:23][S:22](=[O:25])(=[O:24])[N:21]([C:26]3[C:35]([S:36]([CH3:39])(=[O:38])=[O:37])=[CH:34][C:29]([C:30](OC)=[O:31])=[C:28]([CH3:40])[CH:27]=3)[CH2:20]2)=[CH:15][CH:14]=1.Cl. Product: [F:12][C:13]1[CH:18]=[CH:17][C:16]([CH:19]2[CH2:23][S:22](=[O:24])(=[O:25])[N:21]([C:26]3[C:35]([S:36]([CH3:39])(=[O:38])=[O:37])=[CH:34][C:29]([C:30]([NH:10][C:9]([NH2:11])=[NH:8])=[O:31])=[C:28]([CH3:40])[CH:27]=3)[CH2:20]2)=[CH:15][CH:14]=1. The catalyst class is: 18. (6) Reactant: [CH2:1]([N:3]1[CH2:8][CH2:7][N:6]([CH2:9][C:10]2[CH:15]=[CH:14][C:13]([NH2:16])=[CH:12][C:11]=2[C:17]([F:20])([F:19])[F:18])[CH2:5][CH2:4]1)[CH3:2].C(N(C(C)C)CC)(C)C.[CH3:30][C:31]1[CH:39]=[CH:38][C:34]([C:35](Cl)=[O:36])=[CH:33][C:32]=1[N+:40]([O-:42])=[O:41]. Product: [CH2:1]([N:3]1[CH2:8][CH2:7][N:6]([CH2:9][C:10]2[CH:15]=[CH:14][C:13]([NH:16][C:35](=[O:36])[C:34]3[CH:38]=[CH:39][C:31]([CH3:30])=[C:32]([N+:40]([O-:42])=[O:41])[CH:33]=3)=[CH:12][C:11]=2[C:17]([F:20])([F:18])[F:19])[CH2:5][CH2:4]1)[CH3:2]. The catalyst class is: 4. (7) Reactant: [CH2:1]([O:19][C:20](=[O:43])[CH:21]([NH:32]C(OCC1C=CC=CC=1)=O)[CH2:22][C:23]1[CH:28]=[CH:27][C:26]([N+:29]([O-])=O)=[CH:25][CH:24]=1)[CH2:2][CH2:3][CH2:4][CH2:5][CH2:6][CH2:7][CH2:8][CH2:9][CH2:10][CH2:11][CH2:12][CH2:13][CH2:14][CH2:15][CH2:16][CH2:17][CH3:18]. Product: [CH2:1]([O:19][C:20](=[O:43])[CH:21]([NH2:32])[CH2:22][C:23]1[CH:28]=[CH:27][C:26]([NH2:29])=[CH:25][CH:24]=1)[CH2:2][CH2:3][CH2:4][CH2:5][CH2:6][CH2:7][CH2:8][CH2:9][CH2:10][CH2:11][CH2:12][CH2:13][CH2:14][CH2:15][CH2:16][CH2:17][CH3:18]. The catalyst class is: 586. (8) Reactant: [NH:1]1[C:9]2[C:4](=[CH:5][CH:6]=[CH:7][CH:8]=2)[CH:3]=[CH:2]1.[C:10]([CH2:12][C:13]([O-])=[O:14])#[N:11].[K+].CS(Cl)(=O)=O.C(=O)([O-])[O-].[Na+].[Na+]. Product: [C:10]([CH2:12][C:13]([C:3]1[C:4]2[C:9](=[CH:8][CH:7]=[CH:6][CH:5]=2)[NH:1][CH:2]=1)=[O:14])#[N:11]. The catalyst class is: 10. (9) Reactant: [F:1][C:2]1[C:7]([F:8])=[CH:6][C:5]([CH2:9][OH:10])=[C:4]([N+:11]([O-:13])=[O:12])[CH:3]=1.[Br:14][C:15]1[CH:16]=[C:17]([C@H:25]2[C:34]3[C:33](=[O:35])[CH2:32][C@@H:31]([CH2:36][CH2:37][CH3:38])[CH2:30][C:29]=3[NH:28][C:27]([CH3:39])=[C:26]2[C:40]#[N:41])[CH:18]=[C:19]([O:22][CH2:23][CH3:24])[C:20]=1O.C1(P(C2C=CC=CC=2)C2C=CC=CC=2)C=CC=CC=1.N(C(OC(C)C)=O)=NC(OC(C)C)=O. Product: [Br:14][C:15]1[CH:16]=[C:17]([C@H:25]2[C:34]3[C:33](=[O:35])[CH2:32][C@@H:31]([CH2:36][CH2:37][CH3:38])[CH2:30][C:29]=3[NH:28][C:27]([CH3:39])=[C:26]2[C:40]#[N:41])[CH:18]=[C:19]([O:22][CH2:23][CH3:24])[C:20]=1[O:10][CH2:9][C:5]1[CH:6]=[C:7]([F:8])[C:2]([F:1])=[CH:3][C:4]=1[N+:11]([O-:13])=[O:12]. The catalyst class is: 1. (10) Reactant: [O:1]1CCCO[CH:2]1[CH2:7][CH2:8][CH:9]([OH:46])[CH2:10][O:11][C@H:12]1[CH2:17][CH2:16][C@H:15]([N:18]2[C:23](=[O:24])[C:22]([CH2:25][C:26]3[CH:31]=[CH:30][C:29]([C:32]4[C:33]([C:38]#[N:39])=[CH:34][CH:35]=[CH:36][CH:37]=4)=[CH:28][CH:27]=3)=[C:21]([CH2:40][CH2:41][CH3:42])[N:20]3[N:43]=[CH:44][N:45]=[C:19]23)[CH2:14][CH2:13]1.C([Si](Cl)(C1C=CC=CC=1)C1C=CC=CC=1)(C)(C)C.N1C=CN=C1.Cl. Product: [OH:46][CH:9]([CH2:8][CH2:7][CH2:2][OH:1])[CH2:10][O:11][C@H:12]1[CH2:17][CH2:16][C@H:15]([N:18]2[C:23](=[O:24])[C:22]([CH2:25][C:26]3[CH:31]=[CH:30][C:29]([C:32]4[C:33]([C:38]#[N:39])=[CH:34][CH:35]=[CH:36][CH:37]=4)=[CH:28][CH:27]=3)=[C:21]([CH2:40][CH2:41][CH3:42])[N:20]3[N:43]=[CH:44][N:45]=[C:19]23)[CH2:14][CH2:13]1. The catalyst class is: 7.